Dataset: Full USPTO retrosynthesis dataset with 1.9M reactions from patents (1976-2016). Task: Predict the reactants needed to synthesize the given product. (1) Given the product [Cl:28][C:26]1[CH:27]=[C:7]([NH:6][C:37]([C:34]2[CH:33]=[N:32][C:31]([CH3:30])=[N:36][CH:35]=2)=[O:38])[C:8]([CH3:29])=[C:9]([CH:25]=1)[CH2:10][N:11]1[CH2:16][CH2:15][N:14]([C:17]([O:19][C:20]([CH3:23])([CH3:22])[CH3:21])=[O:18])[C@@H:13]([CH3:24])[CH2:12]1, predict the reactants needed to synthesize it. The reactants are: O=P(Cl)(Cl)Cl.[NH2:6][C:7]1[C:8]([CH3:29])=[C:9]([CH:25]=[C:26]([Cl:28])[CH:27]=1)[CH2:10][N:11]1[CH2:16][CH2:15][N:14]([C:17]([O:19][C:20]([CH3:23])([CH3:22])[CH3:21])=[O:18])[C@@H:13]([CH3:24])[CH2:12]1.[CH3:30][C:31]1[N:36]=[CH:35][C:34]([C:37](O)=[O:38])=[CH:33][N:32]=1.O. (2) Given the product [F:1][C:2]1[CH:3]=[CH:4][C:5]([OH:17])=[C:6](/[CH:8]=[C:9]2/[C:10](=[O:16])[N:11]=[C:12]([N:24]3[CH2:25][CH2:26][N:21]([CH:18]([CH3:20])[CH3:19])[CH2:22][CH2:23]3)[S:13]/2)[CH:7]=1, predict the reactants needed to synthesize it. The reactants are: [F:1][C:2]1[CH:3]=[CH:4][C:5]([OH:17])=[C:6](/[CH:8]=[C:9]2/[C:10](=[O:16])[N:11]=[C:12](SC)[S:13]/2)[CH:7]=1.[CH:18]([N:21]1[CH2:26][CH2:25][NH:24][CH2:23][CH2:22]1)([CH3:20])[CH3:19].O. (3) Given the product [CH2:36]([C:33]1[CH:32]=[CH:31][C:30]([NH:29][C:27]([C:26]2[CH:25]=[C:24]([NH:23][C:3]([CH:5]3[C:13]4[C:8](=[CH:9][CH:10]=[C:11]([C:14](=[O:18])[CH3:19])[CH:12]=4)[N:7]([CH2:20][CH3:21])[C:6]3=[O:22])=[O:4])[CH:40]=[CH:39][CH:38]=2)=[O:28])=[CH:35][CH:34]=1)[CH3:37], predict the reactants needed to synthesize it. The reactants are: CO[C:3]([CH:5]1[C:13]2[C:8](=[CH:9][CH:10]=[C:11]([C:14]3([CH3:19])[O:18]CCO3)[CH:12]=2)[N:7]([CH2:20][CH3:21])[C:6]1=[O:22])=[O:4].[NH2:23][C:24]1[CH:25]=[C:26]([CH:38]=[CH:39][CH:40]=1)[C:27]([NH:29][C:30]1[CH:35]=[CH:34][C:33]([CH2:36][CH3:37])=[CH:32][CH:31]=1)=[O:28]. (4) Given the product [N+:21]([C:18]1[CH:19]=[CH:20][C:15]([O:13][N:12]=[C:7]2[CH2:11][CH2:10][CH2:9][CH2:8]2)=[CH:16][CH:17]=1)([O-:23])=[O:22], predict the reactants needed to synthesize it. The reactants are: CC(C)([O-])C.[K+].[C:7]1(=[N:12][OH:13])[CH2:11][CH2:10][CH2:9][CH2:8]1.F[C:15]1[CH:20]=[CH:19][C:18]([N+:21]([O-:23])=[O:22])=[CH:17][CH:16]=1. (5) Given the product [C:1]([O:5][C:6](=[O:7])[NH:8][C@H:9]([C:13]1[CH:14]=[CH:15][C:16]([O:19][CH2:20][CH2:21][N:22]2[CH2:27][CH2:26][O:25][CH2:24][CH2:23]2)=[CH:17][CH:18]=1)[C:10](=[O:12])[NH:39][C@H:42]([C:43](=[O:44])[NH:45][C:46]1[S:47][CH:48]=[C:49]([C:51](=[O:54])[CH2:52][CH3:53])[N:50]=1)[C@H:55]([C:57]1[CH:62]=[CH:61][CH:60]=[CH:59][CH:58]=1)[CH3:56])([CH3:3])([CH3:2])[CH3:4], predict the reactants needed to synthesize it. The reactants are: [C:1]([O:5][C:6]([NH:8][C@H:9]([C:13]1[CH:18]=[CH:17][C:16]([O:19][CH2:20][CH2:21][N:22]2[CH2:27][CH2:26][O:25][CH2:24][CH2:23]2)=[CH:15][CH:14]=1)[C:10]([OH:12])=O)=[O:7])([CH3:4])([CH3:3])[CH3:2].COC1C=CC([C@@H]2C(=O)[N:39]([C@@H:42]([C@H:55]([C:57]3[CH:62]=[CH:61][CH:60]=[CH:59][CH:58]=3)[CH3:56])[C:43]([NH:45][C:46]3[S:47][CH:48]=[C:49]([C:51](=[O:54])[CH2:52][CH3:53])[N:50]=3)=[O:44])C(=O)N2)=CC=1.Cl.CN(C)CCCN=C=NCC. (6) Given the product [CH3:1][C:2]1[CH:8]=[C:7]([C:13]([OH:14])([C:15]([F:18])([F:17])[F:16])[C:12]([F:20])([F:19])[F:11])[CH:6]=[C:5]([CH3:9])[C:3]=1[NH2:4], predict the reactants needed to synthesize it. The reactants are: [CH3:1][C:2]1[CH:8]=[CH:7][CH:6]=[C:5]([CH3:9])[C:3]=1[NH2:4].O.[F:11][C:12]([F:20])([F:19])[C:13]([C:15]([F:18])([F:17])[F:16])=[O:14].